The task is: Predict the product of the given reaction.. This data is from Forward reaction prediction with 1.9M reactions from USPTO patents (1976-2016). (1) Given the reactants [F:1][C:2]([F:23])([F:22])[CH2:3][CH2:4][NH:5][C:6]1[CH:12]=[CH:11][C:10]([C:13]2[O:14][C:15]3[CH:21]=[CH:20][CH:19]=[CH:18][C:16]=3[N:17]=2)=[CH:9][C:7]=1[NH2:8].Cl.[C:25](=N)(OC)[CH3:26].C(=O)([O-])O.[Na+], predict the reaction product. The product is: [O:14]1[C:15]2[CH:21]=[CH:20][CH:19]=[CH:18][C:16]=2[N:17]=[C:13]1[C:10]1[CH:11]=[CH:12][C:6]2[N:5]([CH2:4][CH2:3][C:2]([F:1])([F:22])[F:23])[C:25]([CH3:26])=[N:8][C:7]=2[CH:9]=1. (2) Given the reactants [CH3:1][C:2]1[N:3]=[N:4][N:5]([CH2:7][C:8]2[CH:13]=[C:12]([C:14]([F:17])([F:16])[F:15])[CH:11]=[CH:10][C:9]=2/[CH:18]=[CH:19]/[C:20]([OH:22])=O)[N:6]=1.[CH3:23][C:24]1[N:28]=[C:27]([CH:29]2[CH2:34][CH2:33][NH:32][CH2:31][CH2:30]2)[O:26][N:25]=1.CCN(C(C)C)C(C)C.C(P1(=O)OP(CCC)(=O)OP(CCC)(=O)O1)CC, predict the reaction product. The product is: [CH3:23][C:24]1[N:28]=[C:27]([CH:29]2[CH2:34][CH2:33][N:32]([C:20](=[O:22])/[CH:19]=[CH:18]/[C:9]3[CH:10]=[CH:11][C:12]([C:14]([F:15])([F:16])[F:17])=[CH:13][C:8]=3[CH2:7][N:5]3[N:4]=[N:3][C:2]([CH3:1])=[N:6]3)[CH2:31][CH2:30]2)[O:26][N:25]=1. (3) Given the reactants OS(O)(=O)=O.[N+:6]([O-:9])(O)=[O:7].[C:10]1([CH:16]2[CH2:21][CH2:20][NH:19][CH2:18][CH2:17]2)[CH:15]=[CH:14][CH:13]=[CH:12][CH:11]=1.C([O-])(O)=O.[Na+], predict the reaction product. The product is: [N+:6]([C:13]1[CH:12]=[CH:11][C:10]([CH:16]2[CH2:17][CH2:18][NH:19][CH2:20][CH2:21]2)=[CH:15][CH:14]=1)([O-:9])=[O:7]. (4) Given the reactants C(OC(=O)[NH:7][C:8]1[CH:13]=[CH:12][C:11]([N:14]2[CH:18]=[CH:17][CH:16]=[CH:15]2)=[CH:10][C:9]=1[NH2:19])(C)(C)C.C(O[C:26](=[O:43])[CH2:27][C:28]([C:30]1[CH:35]=[CH:34][CH:33]=[C:32]([C:36]2[CH:37]=[N:38][C:39]([CH3:42])=[CH:40][CH:41]=2)[CH:31]=1)=O)(C)(C)C, predict the reaction product. The product is: [CH3:42][C:39]1[N:38]=[CH:37][C:36]([C:32]2[CH:31]=[C:30]([C:28]3[CH2:27][C:26](=[O:43])[NH:19][C:9]4[CH:10]=[C:11]([N:14]5[CH:18]=[CH:17][CH:16]=[CH:15]5)[CH:12]=[CH:13][C:8]=4[N:7]=3)[CH:35]=[CH:34][CH:33]=2)=[CH:41][CH:40]=1. (5) Given the reactants [F:1][C:2]1[CH:11]=[C:10]2[C:5]([CH:6]=[CH:7][CH:8]=[N:9]2)=[CH:4][C:3]=1[CH:12]([C:14]1[N:18]2[N:19]=[C:20]([C:23]3[CH:24]=[N:25][N:26]([CH2:28][CH2:29][O:30]C4CCCCO4)[CH:27]=3)[CH:21]=[CH:22][C:17]2=[N:16][CH:15]=1)[CH3:13].Cl, predict the reaction product. The product is: [F:1][C:2]1[CH:11]=[C:10]2[C:5]([CH:6]=[CH:7][CH:8]=[N:9]2)=[CH:4][C:3]=1[CH:12]([C:14]1[N:18]2[N:19]=[C:20]([C:23]3[CH:24]=[N:25][N:26]([CH2:28][CH2:29][OH:30])[CH:27]=3)[CH:21]=[CH:22][C:17]2=[N:16][CH:15]=1)[CH3:13]. (6) Given the reactants [F:1][C:2]1[C:7]([F:8])=[CH:6][CH:5]=[CH:4][C:3]=1[C:9]1[N:17]=[C:12]2[CH:13]=[N:14][NH:15][CH:16]=[C:11]2[N:10]=1.Cl[CH2:19][C:20]1[O:24][N:23]=[C:22]([C:25]2[CH:30]=[CH:29][C:28]([O:31][CH:32]([F:34])[F:33])=[CH:27][CH:26]=2)[CH:21]=1, predict the reaction product. The product is: [F:34][CH:32]([F:33])[O:31][C:28]1[CH:27]=[CH:26][C:25]([C:22]2[CH:21]=[C:20]([CH2:19][N:14]3[CH:13]=[C:12]4[N:17]=[C:9]([C:3]5[CH:4]=[CH:5][CH:6]=[C:7]([F:8])[C:2]=5[F:1])[N:10]=[C:11]4[CH:16]=[N:15]3)[O:24][N:23]=2)=[CH:30][CH:29]=1. (7) Given the reactants C([O:8][C:9]1[CH:10]=[C:11]2[C:15](=[CH:16][CH:17]=1)[N:14]([CH2:18][C:19]([N:21]1[CH2:25][C@H:24]([F:26])[CH2:23][C@H:22]1[C:27](=[O:38])[NH:28][CH2:29][C:30]1[CH:35]=[CH:34][CH:33]=[C:32]([Cl:36])[C:31]=1[F:37])=[O:20])[CH:13]=[C:12]2[C:39]([NH2:41])=[O:40])C1C=CC=CC=1.C1(SC)C=CC=CC=1, predict the reaction product. The product is: [Cl:36][C:32]1[C:31]([F:37])=[C:30]([CH:35]=[CH:34][CH:33]=1)[CH2:29][NH:28][C:27]([C@@H:22]1[CH2:23][C@@H:24]([F:26])[CH2:25][N:21]1[C:19](=[O:20])[CH2:18][N:14]1[C:15]2[C:11](=[CH:10][C:9]([OH:8])=[CH:17][CH:16]=2)[C:12]([C:39]([NH2:41])=[O:40])=[CH:13]1)=[O:38]. (8) Given the reactants [C:1]([C:4]1[CH:9]=[CH:8][C:7]([S:10]C(=O)N(C)C)=[C:6]([CH2:16][CH2:17][CH3:18])[C:5]=1[OH:19])(=[O:3])[CH3:2].[OH-].[K+].C(O)C.Cl, predict the reaction product. The product is: [OH:19][C:5]1[C:6]([CH2:16][CH2:17][CH3:18])=[C:7]([SH:10])[CH:8]=[CH:9][C:4]=1[C:1](=[O:3])[CH3:2].